Dataset: Forward reaction prediction with 1.9M reactions from USPTO patents (1976-2016). Task: Predict the product of the given reaction. (1) Given the reactants [CH3:1][O:2][C:3]1[CH:9]=[C:8]([N:10]2[CH2:15][CH2:14][N:13]([CH3:16])[CH2:12][CH2:11]2)[C:7]([N+:17]([O-:19])=[O:18])=[CH:6][C:4]=1[NH2:5].O.C1(C)C=CC(S(O)(=O)=O)=CC=1.Cl[C:33]1[N:38]=[C:37]([C:39]2[C:47]3[C:42](=[CH:43][CH:44]=[CH:45][CH:46]=3)[NH:41][CH:40]=2)[C:36]([CH3:48])=[CH:35][N:34]=1, predict the reaction product. The product is: [NH:41]1[C:42]2[C:47](=[CH:46][CH:45]=[CH:44][CH:43]=2)[C:39]([C:37]2[C:36]([CH3:48])=[CH:35][N:34]=[C:33]([NH:5][C:4]3[CH:6]=[C:7]([N+:17]([O-:19])=[O:18])[C:8]([N:10]4[CH2:15][CH2:14][N:13]([CH3:16])[CH2:12][CH2:11]4)=[CH:9][C:3]=3[O:2][CH3:1])[N:38]=2)=[CH:40]1. (2) The product is: [Cl:32][C:9]1[C:10]([NH:16][C:17]2[N:22]=[C:21]([NH:23][CH:24]3[CH2:25][CH2:26]3)[C:20]3=[N:27][CH:28]=[C:29]([C:30]#[N:31])[N:19]3[N:18]=2)=[CH:11][C:12]([C:14]#[N:15])=[CH:13][C:8]=1[N:5]1[CH2:6][CH2:7][C@@H:2]([NH:1][C:39]([N:38]2[CH2:37][CH2:36][N:35]([CH3:74])[CH2:47][CH2:42]2)=[O:41])[C@H:3]([OH:33])[CH2:4]1. Given the reactants [NH2:1][C@@H:2]1[CH2:7][CH2:6][N:5]([C:8]2[C:9]([Cl:32])=[C:10]([NH:16][C:17]3[N:22]=[C:21]([NH:23][CH:24]4[CH2:26][CH2:25]4)[C:20]4=[N:27][CH:28]=[C:29]([C:30]#[N:31])[N:19]4[N:18]=3)[CH:11]=[C:12]([C:14]#[N:15])[CH:13]=2)[CH2:4][C@H:3]1[OH:33].C[N:35]([CH3:74])[CH2:36][CH2:37][N:38]([C@@H:42]1[CH2:47]CN(C2C=C(C#N)C=C(NC3N=C(NC4CC4)C4=NC=C(C#N)N4N=3)C=2Cl)C[C@H]1O)[C:39](=[O:41])[O-], predict the reaction product. (3) Given the reactants Br[C:2]1[CH:3]=[C:4]([C:8]2[C:13]3[O:14][C:15]4[CH:20]=[CH:19][C:18]([C:21]5[CH:26]=[CH:25][CH:24]=[CH:23][CH:22]=5)=[CH:17][C:16]=4[C:12]=3[CH:11]=[C:10]([C:27]3[CH:32]=[CH:31][CH:30]=[CH:29][CH:28]=3)[CH:9]=2)[CH:5]=[CH:6][CH:7]=1.C([Li])CCC.[B:38]([O:43]C)([O:41]C)OC.Cl, predict the reaction product. The product is: [C:27]1([C:10]2[CH:9]=[C:8]([C:4]3[CH:3]=[C:2]([B:38]([OH:41])[OH:43])[CH:7]=[CH:6][CH:5]=3)[C:13]3[O:14][C:15]4[CH:20]=[CH:19][C:18]([C:21]5[CH:26]=[CH:25][CH:24]=[CH:23][CH:22]=5)=[CH:17][C:16]=4[C:12]=3[CH:11]=2)[CH:32]=[CH:31][CH:30]=[CH:29][CH:28]=1. (4) Given the reactants [CH3:1][C:2]1[N:6]([C:7]2[CH:15]=[CH:14][C:10]([C:11]([OH:13])=O)=[CH:9][CH:8]=2)[C:5]2[CH:16]=[CH:17][CH:18]=[CH:19][C:4]=2[N:3]=1.[C:20]([N:27]1[CH2:31][CH2:30][C@@H:29]([NH2:32])[CH2:28]1)([O:22][C:23]([CH3:26])([CH3:25])[CH3:24])=[O:21].CN1CCOCC1.F[B-](F)(F)F.N1(OC(N(C)C)=[N+](C)C)C2C=CC=CC=2N=N1, predict the reaction product. The product is: [C:23]([O:22][C:20]([N:27]1[CH2:31][CH2:30][C@@H:29]([NH:32][C:11](=[O:13])[C:10]2[CH:9]=[CH:8][C:7]([N:6]3[C:5]4[CH:16]=[CH:17][CH:18]=[CH:19][C:4]=4[N:3]=[C:2]3[CH3:1])=[CH:15][CH:14]=2)[CH2:28]1)=[O:21])([CH3:26])([CH3:24])[CH3:25]. (5) Given the reactants C[N:2](C)/[CH:3]=[CH:4]/[C:5]([C:7]1[C:12](=[O:13])[CH:11]=[CH:10][N:9]([C:14]2[CH:19]=[CH:18][CH:17]=[C:16]([O:20][CH3:21])[CH:15]=2)[N:8]=1)=O.[C:23]1([NH:33]N)[C:32]2[C:27](=[CH:28][CH:29]=[CH:30][CH:31]=2)[CH:26]=[CH:25][CH:24]=1, predict the reaction product. The product is: [CH3:21][O:20][C:16]1[CH:15]=[C:14]([N:9]2[CH:10]=[CH:11][C:12](=[O:13])[C:7]([C:5]3[N:33]([C:23]4[C:32]5[C:27](=[CH:28][CH:29]=[CH:30][CH:31]=5)[CH:26]=[CH:25][CH:24]=4)[N:2]=[CH:3][CH:4]=3)=[N:8]2)[CH:19]=[CH:18][CH:17]=1. (6) Given the reactants Br[C:2]1[CH:11]=[C:10]2[C:5]([CH:6]=[C:7]([CH3:30])[C:8]([CH:19]([O:25][C:26]([CH3:29])([CH3:28])[CH3:27])[C:20]([O:22]CC)=[O:21])=[C:9]2[C:12]2[CH:17]=[CH:16][C:15]([Cl:18])=[CH:14][CH:13]=2)=[CH:4][CH:3]=1.[N:31]1[CH:36]=[CH:35][CH:34]=[CH:33][C:32]=1[C:37]([OH:41])([C:39]#[CH:40])[CH3:38], predict the reaction product. The product is: [C:26]([O:25][C@@H:19]([C:8]1[C:7]([CH3:30])=[CH:6][C:5]2[C:10](=[CH:11][C:2]([C:40]#[C:39][C:37]([OH:41])([C:32]3[CH:33]=[CH:34][CH:35]=[CH:36][N:31]=3)[CH3:38])=[CH:3][CH:4]=2)[C:9]=1[C:12]1[CH:13]=[CH:14][C:15]([Cl:18])=[CH:16][CH:17]=1)[C:20]([OH:22])=[O:21])([CH3:29])([CH3:28])[CH3:27]. (7) Given the reactants C(OC([NH:8][CH2:9][CH2:10][CH2:11][N:12]1[C:16]2[CH:17]=[CH:18][C:19]([C:21]([OH:23])=O)=[CH:20][C:15]=2[N:14]=[CH:13]1)=O)(C)(C)C.[NH2:24][C:25]1[CH:29]=[C:28]([CH3:30])[N:27]([C:31]2[CH:36]=[CH:35][CH:34]=[CH:33][CH:32]=2)[N:26]=1, predict the reaction product. The product is: [CH3:30][C:28]1[N:27]([C:31]2[CH:36]=[CH:35][CH:34]=[CH:33][CH:32]=2)[N:26]=[C:25]([NH:24][C:21]([C:19]2[CH:18]=[CH:17][C:16]3[N:12]([CH2:11][CH2:10][CH2:9][NH2:8])[CH:13]=[N:14][C:15]=3[CH:20]=2)=[O:23])[CH:29]=1. (8) Given the reactants [NH2:1][C:2]1[C:7]2[N:8]([CH2:20][CH:21]([OH:24])[CH2:22][OH:23])[C:9]([NH:11][C:12]3[CH:17]=[CH:16][C:15]([Cl:18])=[CH:14][C:13]=3[Cl:19])=[N:10][C:6]=2[CH:5]=[CH:4][CH:3]=1.[CH:25](=O)[CH3:26].[C:28](O[BH3-])(=O)[CH3:29].[Na+], predict the reaction product. The product is: [Cl:19][C:13]1[CH:14]=[C:15]([Cl:18])[CH:16]=[CH:17][C:12]=1[NH:11][C:9]1[N:8]([CH2:20][CH:21]([OH:24])[CH2:22][OH:23])[C:7]2[C:2]([N:1]([CH2:25][CH3:26])[CH2:28][CH3:29])=[CH:3][CH:4]=[CH:5][C:6]=2[N:10]=1. (9) Given the reactants C([O:3][C:4]([C:6]1[CH:29]=[CH:28][C:9]2[N:10]=[C:11]([C:13]3[C:17]([C:18](=[O:26])[NH:19][CH:20]4[CH2:25][CH2:24][NH:23][CH2:22][CH2:21]4)=[C:16](C)[NH:15][N:14]=3)[NH:12][C:8]=2[CH:7]=1)=[O:5])C.[OH-:30].[Na+].[CH3:32][OH:33], predict the reaction product. The product is: [CH2:4]([O:30][C:32]([N:23]1[CH2:24][CH2:25][CH:20]([NH:19][C:18]([C:17]2[C:13]([C:11]3[NH:10][C:9]4[CH:28]=[CH:29][C:6]([C:4]([OH:3])=[O:5])=[CH:7][C:8]=4[N:12]=3)=[N:14][NH:15][CH:16]=2)=[O:26])[CH2:21][CH2:22]1)=[O:33])[C:6]1[CH:29]=[CH:28][CH:9]=[CH:8][CH:7]=1.